This data is from CYP3A4 inhibition data for predicting drug metabolism from PubChem BioAssay. The task is: Regression/Classification. Given a drug SMILES string, predict its absorption, distribution, metabolism, or excretion properties. Task type varies by dataset: regression for continuous measurements (e.g., permeability, clearance, half-life) or binary classification for categorical outcomes (e.g., BBB penetration, CYP inhibition). Dataset: cyp3a4_veith. (1) The compound is COC(=O)[C@@]1(Cc2ccc(F)cc2)[C@H]2c3cc(C(=O)N(C)C)n(Cc4ccc(O)c(OC)c4)c3C[C@H]2CN1C(=O)c1ccccc1. The result is 1 (inhibitor). (2) The molecule is O=C(Nc1cccc2ccccc12)c1cn(-c2ccccc2)nc1-c1cccs1. The result is 1 (inhibitor). (3) The drug is Cc1cc(-c2sccc2C)nc(-n2cccc2)n1. The result is 1 (inhibitor). (4) The compound is O=C(NC1(C(F)(F)F)C(=O)Nc2c1c(=O)[nH]c(=O)n2Cc1ccccc1)c1ccc(Cl)cc1Cl. The result is 0 (non-inhibitor).